This data is from Full USPTO retrosynthesis dataset with 1.9M reactions from patents (1976-2016). The task is: Predict the reactants needed to synthesize the given product. (1) Given the product [C:19]1([NH:18][C:15]([CH2:14][NH:13][C:11]([C:9]2[NH:8][C:5]3=[CH:6][N:7]=[C:2]([Cl:1])[CH:3]=[C:4]3[CH:10]=2)=[O:12])=[O:17])[CH:24]=[CH:23][CH:22]=[CH:21][CH:20]=1, predict the reactants needed to synthesize it. The reactants are: [Cl:1][C:2]1[CH:3]=[C:4]2[CH:10]=[C:9]([C:11]([NH:13][CH2:14][C:15]([OH:17])=O)=[O:12])[NH:8][C:5]2=[CH:6][N:7]=1.[NH2:18][C:19]1[CH:24]=[CH:23][CH:22]=[CH:21][CH:20]=1.C1C=CC2N(O)N=NC=2C=1.CCN(C(C)C)C(C)C.CCN=C=NCCCN(C)C. (2) Given the product [CH2:14]([N:9]1[C:8]([C:5]2[CH:4]=[CH:3][C:2]([Cl:1])=[CH:7][CH:6]=2)=[N:12][N:11]([CH2:18][C:19]2[N:23]([CH2:24][C:25]3[C:26]([Cl:32])=[CH:27][CH:28]=[CH:29][C:30]=3[Cl:31])[CH:22]=[N:21][CH:20]=2)[C:10]1=[O:13])[CH:15]=[CH2:16], predict the reactants needed to synthesize it. The reactants are: [Cl:1][C:2]1[CH:7]=[CH:6][C:5]([C:8]2[N:9]([CH2:14][CH:15]=[CH2:16])[C:10](=[O:13])[NH:11][N:12]=2)=[CH:4][CH:3]=1.Cl[CH2:18][C:19]1[N:23]([CH2:24][C:25]2[C:30]([Cl:31])=[CH:29][CH:28]=[CH:27][C:26]=2[Cl:32])[CH:22]=[N:21][CH:20]=1.C(=O)([O-])[O-].[Cs+].[Cs+]. (3) Given the product [CH:28]1([C:31]2[CH:36]=[C:35]([CH2:19][N:17]3[CH2:18][C:15]4([CH2:26][C:12]([N:9]5[CH2:10][CH2:11][C:6]([CH3:27])([C:4]([O:3][CH2:1][CH3:2])=[O:5])[CH2:7][CH2:8]5)=[N:13][O:14]4)[CH2:16]3)[CH:34]=[C:33]([CH:39]3[CH2:41][CH2:40]3)[C:32]=2[C:42]2[CH:43]=[CH:44][C:45]([F:48])=[CH:46][CH:47]=2)[CH2:29][CH2:30]1, predict the reactants needed to synthesize it. The reactants are: [CH2:1]([O:3][C:4]([C:6]1([CH3:27])[CH2:11][CH2:10][N:9]([C:12]2[CH2:26][C:15]3([CH2:18][N:17]([C:19](OC(C)(C)C)=O)[CH2:16]3)[O:14][N:13]=2)[CH2:8][CH2:7]1)=[O:5])[CH3:2].[CH:28]1([C:31]2[CH:36]=[C:35](C=O)[CH:34]=[C:33]([CH:39]3[CH2:41][CH2:40]3)[C:32]=2[C:42]2[CH:47]=[CH:46][C:45]([F:48])=[CH:44][CH:43]=2)[CH2:30][CH2:29]1. (4) Given the product [F:34][C:35]1[C:36]2[N:37]([CH:50]=[C:51]([CH3:53])[N:52]=2)[CH:38]=[C:39]([C:22]2[N:23]=[C:18]3[CH:17]=[CH:16][C:15]([C:2]4([OH:1])[CH2:7][CH2:6][N:5]([C:8]([O:10][C:11]([CH3:13])([CH3:12])[CH3:14])=[O:9])[CH2:4][CH2:3]4)=[CH:33][N:19]3[C:20](=[O:32])[CH:21]=2)[CH:40]=1, predict the reactants needed to synthesize it. The reactants are: [OH:1][C:2]1([C:15]2[CH:16]=[CH:17][C:18]3[N:19]([CH:33]=2)[C:20](=[O:32])[CH:21]=[C:22](OS(C(F)(F)F)(=O)=O)[N:23]=3)[CH2:7][CH2:6][N:5]([C:8]([O:10][C:11]([CH3:14])([CH3:13])[CH3:12])=[O:9])[CH2:4][CH2:3]1.[F:34][C:35]1[C:36]2[N:37]([CH:50]=[C:51]([CH3:53])[N:52]=2)[CH:38]=[C:39](B2OC(C)(C)C(C)(C)O2)[CH:40]=1.C([O-])([O-])=O.[K+].[K+].